Dataset: Forward reaction prediction with 1.9M reactions from USPTO patents (1976-2016). Task: Predict the product of the given reaction. (1) Given the reactants Cl[C:2]1[N:7]=[C:6]([N:8]2[CH2:13][CH2:12][CH2:11][C@@H:10]([N:14]([CH2:27][CH3:28])[C:15]3[CH:22]=[CH:21][C:18]([C:19]#[N:20])=[C:17]([C:23]([F:26])([F:25])[F:24])[CH:16]=3)[CH2:9]2)[CH:5]=[CH:4][N:3]=1.[H][H], predict the reaction product. The product is: [CH2:27]([N:14]([C@@H:10]1[CH2:11][CH2:12][CH2:13][N:8]([C:6]2[CH:5]=[CH:4][N:3]=[CH:2][N:7]=2)[CH2:9]1)[C:15]1[CH:22]=[CH:21][C:18]([C:19]#[N:20])=[C:17]([C:23]([F:25])([F:26])[F:24])[CH:16]=1)[CH3:28]. (2) Given the reactants [NH2:1][C:2]1[N:6]([C:7]2[CH:12]=[CH:11][CH:10]=[CH:9][C:8]=2[CH3:13])[N:5]=[CH:4][C:3]=1[C:14]([NH2:16])=[O:15].[Br:17][C:18]1[CH:23]=[CH:22][CH:21]=[CH:20][C:19]=1[CH2:24][C:25](OC)=O.[O-]CC.[Na+].O, predict the reaction product. The product is: [Br:17][C:18]1[CH:23]=[CH:22][CH:21]=[CH:20][C:19]=1[CH2:24][C:25]1[NH:16][C:14](=[O:15])[C:3]2[CH:4]=[N:5][N:6]([C:7]3[CH:12]=[CH:11][CH:10]=[CH:9][C:8]=3[CH3:13])[C:2]=2[N:1]=1. (3) Given the reactants Cl.[NH2:2][C@@H:3]1[CH2:8][CH2:7][C@H:6]([NH:9][C:10]([C:12]2[C:16]3[N:17]=[CH:18][N:19]=[C:20]([C:21]4[CH:26]=[C:25]([CH2:27][CH3:28])[CH:24]=[CH:23][C:22]=4[O:29][CH2:30][CH:31]4[CH2:33][CH2:32]4)[C:15]=3[NH:14][C:13]=2[CH3:34])=[O:11])[CH2:5][CH2:4]1.[C:35](Cl)(=[O:37])[CH3:36], predict the reaction product. The product is: [C:35]([NH:2][C@@H:3]1[CH2:8][CH2:7][C@H:6]([NH:9][C:10]([C:12]2[C:16]3[N:17]=[CH:18][N:19]=[C:20]([C:21]4[CH:26]=[C:25]([CH2:27][CH3:28])[CH:24]=[CH:23][C:22]=4[O:29][CH2:30][CH:31]4[CH2:32][CH2:33]4)[C:15]=3[NH:14][C:13]=2[CH3:34])=[O:11])[CH2:5][CH2:4]1)(=[O:37])[CH3:36]. (4) The product is: [O:1]1[C:5]2([CH2:10][CH2:9][CH2:8][CH2:7][CH:6]2[CH2:11][OH:12])[O:4][CH2:3][CH2:2]1. Given the reactants [O:1]1[C:5]2([CH2:10][CH2:9][CH2:8][CH2:7][CH:6]2[C:11](OC)=[O:12])[O:4][CH2:3][CH2:2]1.[H-].[H-].[H-].[H-].[Li+].[Al+3].O.[OH-].[Na+], predict the reaction product. (5) Given the reactants Br[C:2]1[CH:3]=[N:4][CH:5]=[C:6]([CH:19]=1)[C:7]([N:9]=[S@@:10]([CH3:18])(=[O:17])[C:11]1[CH:16]=[CH:15][CH:14]=[CH:13][CH:12]=1)=[O:8].[C:20]([C:22]1[CH:27]=[CH:26][CH:25]=[CH:24][C:23]=1[NH:28][C:29]([C:31]1[O:32][CH:33]=[CH:34][C:35]=1[CH3:36])=[O:30])#[CH:21], predict the reaction product. The product is: [CH3:36][C:35]1[CH:34]=[CH:33][O:32][C:31]=1[C:29]([NH:28][C:23]1[CH:24]=[CH:25][CH:26]=[CH:27][C:22]=1[C:20]#[C:21][C:2]1[CH:3]=[N:4][CH:5]=[C:6]([CH:19]=1)[C:7]([N:9]=[S@@:10]([CH3:18])(=[O:17])[C:11]1[CH:16]=[CH:15][CH:14]=[CH:13][CH:12]=1)=[O:8])=[O:30]. (6) Given the reactants [CH3:1][O:2][CH2:3][N:4]1[C:12]2[C:7](=[CH:8][CH:9]=[CH:10][C:11]=2[NH:13][S:14]([C:17]2[S:18][CH:19]=[CH:20][CH:21]=2)(=[O:16])=[O:15])[CH:6]=[C:5]1[C:22]1[S:23][CH:24]=[CH:25][N:26]=1.Br[CH2:28][C:29]([O:31][CH2:32][CH3:33])=[O:30].C(=O)([O-])[O-].[K+].[K+].CN(C)C=O, predict the reaction product. The product is: [CH3:1][O:2][CH2:3][N:4]1[C:12]2[C:7](=[CH:8][CH:9]=[CH:10][C:11]=2[N:13]([CH2:28][C:29]([O:31][CH2:32][CH3:33])=[O:30])[S:14]([C:17]2[S:18][CH:19]=[CH:20][CH:21]=2)(=[O:16])=[O:15])[CH:6]=[C:5]1[C:22]1[S:23][CH:24]=[CH:25][N:26]=1.